Dataset: Full USPTO retrosynthesis dataset with 1.9M reactions from patents (1976-2016). Task: Predict the reactants needed to synthesize the given product. (1) The reactants are: [N:1]1[CH:6]=[CH:5][CH:4]=[C:3]([NH2:7])[CH:2]=1.C1N=CN([C:13](N2C=NC=C2)=[O:14])C=1.C[O:21][C:22](=[O:73])[C@@H:23]([NH:40][C:41]([C@@H:43]1[CH2:52][C:51]2[CH:50]=[C:49]3[O:53][CH2:54][C@H:55]([C:57]4[CH:62]=[CH:61][C:60]([O:63][CH2:64][C:65]5[CH:70]=[CH:69][C:68]([Cl:71])=[C:67]([Cl:72])[CH:66]=5)=[CH:59][CH:58]=4)[O:56][C:48]3=[CH:47][C:46]=2[CH2:45][NH:44]1)=[O:42])[CH2:24][C:25]1[CH:30]=[CH:29][C:28]([O:31][C:32]2[CH:37]=[CH:36][N:35]=[C:34]([CH3:38])[C:33]=2[CH3:39])=[CH:27][CH:26]=1. Given the product [Cl:72][C:67]1[CH:66]=[C:65]([CH:70]=[CH:69][C:68]=1[Cl:71])[CH2:64][O:63][C:60]1[CH:61]=[CH:62][C:57]([C@H:55]2[CH2:54][O:53][C:49]3=[CH:50][C:51]4[CH2:52][C@@H:43]([C:41]([NH:40][C@@H:23]([CH2:24][C:25]5[CH:26]=[CH:27][C:28]([O:31][C:32]6[CH:37]=[CH:36][N:35]=[C:34]([CH3:38])[C:33]=6[CH3:39])=[CH:29][CH:30]=5)[C:22]([OH:21])=[O:73])=[O:42])[N:44]([C:13](=[O:14])[NH:7][C:3]5[CH:2]=[N:1][CH:6]=[CH:5][CH:4]=5)[CH2:45][C:46]=4[CH:47]=[C:48]3[O:56]2)=[CH:58][CH:59]=1, predict the reactants needed to synthesize it. (2) Given the product [CH2:13]([N:20]1[C:24]2[N:25]=[C:26]([NH2:30])[N:27]=[C:28]([S:10][C:3]3[C:4]([CH3:9])=[CH:5][C:6]([CH3:8])=[CH:7][C:2]=3[CH3:1])[C:23]=2[CH:22]=[CH:21]1)[C:14]1[CH:15]=[CH:16][CH:17]=[CH:18][CH:19]=1, predict the reactants needed to synthesize it. The reactants are: [CH3:1][C:2]1[CH:7]=[C:6]([CH3:8])[CH:5]=[C:4]([CH3:9])[C:3]=1[SH:10].[H-].[Na+].[CH2:13]([N:20]1[C:24]2[N:25]=[C:26]([NH2:30])[N:27]=[C:28](Cl)[C:23]=2[CH:22]=[CH:21]1)[C:14]1[CH:19]=[CH:18][CH:17]=[CH:16][CH:15]=1. (3) Given the product [CH3:3][C@@:4]12[C:11]3[CH:12]=[C:13]([OH:16])[CH:14]=[CH:15][C:10]=3[N:9]([CH3:21])[C@@H:8]1[N:7]([CH3:22])[CH2:6][CH2:5]2, predict the reactants needed to synthesize it. The reactants are: [OH-].[Na+].[CH3:3][C@:4]12[C:11]3[CH:12]=[C:13]([O:16]C(NC)=O)[CH:14]=[CH:15][C:10]=3[N:9]([CH3:21])[C@H:8]1[N:7]([CH3:22])[CH2:6][CH2:5]2.C1C=CC(O)=C(C(O)=O)C=1.COC(C)(C)C.S(S([O-])=O)([O-])(=O)=O.[Na+].[Na+]. (4) Given the product [Cl:12][C:13]1[CH:18]=[CH:17][C:16]([C:2]2[NH:6][CH:5]=[C:4]([C:7]([O:9][CH3:10])=[O:8])[C:3]=2[CH3:11])=[C:15]([C:22]([F:23])([F:24])[F:25])[CH:14]=1, predict the reactants needed to synthesize it. The reactants are: Br[C:2]1[NH:6][CH:5]=[C:4]([C:7]([O:9][CH3:10])=[O:8])[C:3]=1[CH3:11].[Cl:12][C:13]1[CH:18]=[CH:17][C:16](B(O)O)=[C:15]([C:22]([F:25])([F:24])[F:23])[CH:14]=1.C([O-])([O-])=O.[Na+].[Na+]. (5) Given the product [CH3:1][C:2]1([CH3:28])[CH2:7][CH2:6][C:5]([C:8]2[CH:13]=[C:12]([C:14]([CH3:16])([NH:29][C:30]3[CH:35]=[CH:34][CH:33]=[C:32]([CH3:36])[N:31]=3)[CH3:15])[CH:11]=[CH:10][C:9]=2[NH:18][C:19]([C:21]2[NH:22][CH:23]=[C:24]([C:26]#[N:27])[N:25]=2)=[O:20])=[CH:4][CH2:3]1, predict the reactants needed to synthesize it. The reactants are: [CH3:1][C:2]1([CH3:28])[CH2:7][CH2:6][C:5]([C:8]2[CH:13]=[C:12]([C:14](O)([CH3:16])[CH3:15])[CH:11]=[CH:10][C:9]=2[NH:18][C:19]([C:21]2[NH:22][CH:23]=[C:24]([C:26]#[N:27])[N:25]=2)=[O:20])=[CH:4][CH2:3]1.[NH2:29][C:30]1[CH:35]=[CH:34][CH:33]=[C:32]([CH3:36])[N:31]=1. (6) Given the product [CH2:1]([N:5]([S:19]([C:22]1[CH:27]=[CH:26][C:25]([CH3:28])=[CH:24][CH:23]=1)(=[O:21])=[O:20])[C@H:6]([C:16]([OH:18])=[O:17])[CH2:7][CH2:8][CH2:9][CH2:10][NH:11][C:12](=[O:15])[CH2:13][NH:38][C:39]1[CH:44]=[CH:43][N:42]=[CH:41][CH:40]=1)[CH:2]([CH3:4])[CH3:3], predict the reactants needed to synthesize it. The reactants are: [CH2:1]([N:5]([S:19]([C:22]1[CH:27]=[CH:26][C:25]([CH3:28])=[CH:24][CH:23]=1)(=[O:21])=[O:20])[C@H:6]([C:16]([OH:18])=[O:17])[CH2:7][CH2:8][CH2:9][CH2:10][NH:11][C:12](=[O:15])[CH2:13]I)[CH:2]([CH3:4])[CH3:3].CCN(C(C)C)C(C)C.[NH2:38][C:39]1[CH:44]=[CH:43][N:42]=[CH:41][CH:40]=1. (7) Given the product [Br:12][C:13]1[CH:18]=[CH:17][C:16]([CH2:19][N:1]2[C:9]3[C:4](=[CH:5][C:6]([CH:10]=[O:11])=[CH:7][CH:8]=3)[CH:3]=[N:2]2)=[C:15]([C:21]([F:22])([F:23])[F:24])[CH:14]=1, predict the reactants needed to synthesize it. The reactants are: [NH:1]1[C:9]2[C:4](=[CH:5][C:6]([CH:10]=[O:11])=[CH:7][CH:8]=2)[CH:3]=[N:2]1.[Br:12][C:13]1[CH:18]=[CH:17][C:16]([CH2:19]Br)=[C:15]([C:21]([F:24])([F:23])[F:22])[CH:14]=1. (8) The reactants are: Cl[C:2]1[C:11]2[C:6](=[CH:7][C:8]([O:14][CH3:15])=[C:9]([O:12][CH3:13])[CH:10]=2)[N:5]=[CH:4][CH:3]=1.[Cl:16][C:17]1[CH:18]=[CH:19][C:20]([OH:26])=[C:21]([CH:25]=1)[C:22]([NH2:24])=[O:23]. Given the product [Cl:16][C:17]1[CH:18]=[CH:19][C:20]([O:26][C:2]2[C:11]3[C:6](=[CH:7][C:8]([O:14][CH3:15])=[C:9]([O:12][CH3:13])[CH:10]=3)[N:5]=[CH:4][CH:3]=2)=[C:21]([CH:25]=1)[C:22]([NH2:24])=[O:23], predict the reactants needed to synthesize it.